From a dataset of Forward reaction prediction with 1.9M reactions from USPTO patents (1976-2016). Predict the product of the given reaction. (1) Given the reactants C(OC(=O)[NH:7][CH:8]([CH2:36][C:37]1[CH:42]=[CH:41][CH:40]=[CH:39][CH:38]=1)[CH2:9][NH:10][C:11]1[CH:16]=[N:15][CH:14]=[C:13]([C:17]2[CH:18]=[C:19]3[C:23](=[CH:24][CH:25]=2)[N:22](COCC2C=CC=CC=2)[N:21]=[C:20]3[CH3:35])[N:12]=1)(C)(C)C.[ClH:44], predict the reaction product. The product is: [ClH:44].[ClH:44].[CH3:35][C:20]1[C:19]2[C:23](=[CH:24][CH:25]=[C:17]([C:13]3[N:12]=[C:11]([NH:10][CH2:9][C@@H:8]([NH2:7])[CH2:36][C:37]4[CH:38]=[CH:39][CH:40]=[CH:41][CH:42]=4)[CH:16]=[N:15][CH:14]=3)[CH:18]=2)[NH:22][N:21]=1. (2) The product is: [CH3:7][N:8]1[C:12]([CH:4]2[CH2:5][CH2:6][NH:1][CH2:2][CH2:3]2)=[C:11]2[C:2]([CH2:3][CH2:4][CH2:5][CH2:6]2)=[N:9]1. Given the reactants [NH:1]1[CH2:6][CH2:5][CH2:4][CH2:3][CH2:2]1.[CH3:7][NH:8][NH2:9].F[C:11](F)(F)[CH2:12]NN, predict the reaction product. (3) Given the reactants [C:1]([C:5]1[N:6]=[C:7]([N:16]2[CH2:20][CH2:19][C:18]([F:22])([F:21])[CH2:17]2)[C:8]2[N:13]=[N:12][N:11]([CH2:14][CH3:15])[C:9]=2[N:10]=1)([CH3:4])([CH3:3])[CH3:2].C(C1N=C(N2CCC(F)(F)C2)C2N=NNC=2N=1)(C)(C)C.IC[C:45]1[N:49](C)[C:48]([S:51]([CH3:54])(=[O:53])=[O:52])=[N:47][N:46]=1, predict the reaction product. The product is: [C:1]([C:5]1[N:6]=[C:7]([N:16]2[CH2:20][CH2:19][C:18]([F:21])([F:22])[CH2:17]2)[C:8]2[N:13]=[N:12][N:11]([CH2:14][C:15]3[N:49]([CH3:45])[C:48]([S:51]([CH3:54])(=[O:53])=[O:52])=[N:47][N:46]=3)[C:9]=2[N:10]=1)([CH3:2])([CH3:3])[CH3:4]. (4) Given the reactants [OH-].[Li+].[Cl:3][C:4]1[CH:5]=[C:6]([O:19][CH2:20][C:21]2[C:26]([F:27])=[CH:25][CH:24]=[CH:23][N:22]=2)[C:7]2[N:8]([C:10]([C:14]([O:16]CC)=[O:15])=[C:11]([CH3:13])[N:12]=2)[CH:9]=1.Cl, predict the reaction product. The product is: [Cl:3][C:4]1[CH:5]=[C:6]([O:19][CH2:20][C:21]2[C:26]([F:27])=[CH:25][CH:24]=[CH:23][N:22]=2)[C:7]2[N:8]([C:10]([C:14]([OH:16])=[O:15])=[C:11]([CH3:13])[N:12]=2)[CH:9]=1.